Dataset: Forward reaction prediction with 1.9M reactions from USPTO patents (1976-2016). Task: Predict the product of the given reaction. (1) Given the reactants [CH3:1][C:2]1([CH3:15])[CH2:7][NH:6][CH2:5][CH2:4][N:3]1[C:8]([O:10][C:11]([CH3:14])([CH3:13])[CH3:12])=[O:9].Br[C:17]1[CH:18]=[C:19]([F:41])[CH:20]=[C:21]2[C:26]=1[N:25]=[C:24]([C:27]1[N:31]3[CH:32]=[CH:33][C:34]([O:36][CH2:37][CH2:38][O:39][CH3:40])=[CH:35][C:30]3=[N:29][CH:28]=1)[CH:23]=[CH:22]2.C([O-])([O-])=O.[Cs+].[Cs+].C1C=CC(P(C2C=CC3C(=CC=CC=3)C=2C2C3C(=CC=CC=3)C=CC=2P(C2C=CC=CC=2)C2C=CC=CC=2)C2C=CC=CC=2)=CC=1, predict the reaction product. The product is: [F:41][C:19]1[CH:20]=[C:21]2[C:26](=[C:17]([N:6]3[CH2:5][CH2:4][N:3]([C:8]([O:10][C:11]([CH3:14])([CH3:13])[CH3:12])=[O:9])[C:2]([CH3:15])([CH3:1])[CH2:7]3)[CH:18]=1)[N:25]=[C:24]([C:27]1[N:31]3[CH:32]=[CH:33][C:34]([O:36][CH2:37][CH2:38][O:39][CH3:40])=[CH:35][C:30]3=[N:29][CH:28]=1)[CH:23]=[CH:22]2. (2) Given the reactants C1C2C(=CC=CC=2)CCC1.[CH3:11][O:12][C:13]([C:15]1[C:16](=[O:32])[O:17][CH:18]([C:26]2[CH:31]=[CH:30][CH:29]=[CH:28][CH:27]=2)[C:19]=1[C:20]1[CH:25]=[CH:24][CH:23]=[CH:22][CH:21]=1)=[O:14].[CH3:33][O:34][N:35]1[C:40]([CH3:42])([CH3:41])[CH2:39]C(O)[CH2:37][C:36]1([CH3:45])[CH3:44], predict the reaction product. The product is: [CH3:33][O:34][N:35]1[C:36]([CH3:45])([CH3:44])[CH2:37][CH:11]([O:12][C:13]([C:15]2[C:16](=[O:32])[O:17][CH:18]([C:26]3[CH:31]=[CH:30][CH:29]=[CH:28][CH:27]=3)[C:19]=2[C:20]2[CH:25]=[CH:24][CH:23]=[CH:22][CH:21]=2)=[O:14])[CH2:39][C:40]1([CH3:42])[CH3:41]. (3) Given the reactants [H-].[Na+].Cl[CH2:4][C:5]1[CH:9]=[C:8]([C:10]2[CH:15]=[CH:14][C:13]([CH3:16])=[CH:12][CH:11]=2)[N:7]([C:17]2[CH:22]=[CH:21][C:20]([S:23]([NH2:26])(=[O:25])=[O:24])=[CH:19][CH:18]=2)[N:6]=1.[CH2:27]([OH:34])[C:28]1[CH:33]=[CH:32][CH:31]=[CH:30][CH:29]=1.Cl, predict the reaction product. The product is: [CH2:27]([O:34][CH2:4][C:5]1[CH:9]=[C:8]([C:10]2[CH:15]=[CH:14][C:13]([CH3:16])=[CH:12][CH:11]=2)[N:7]([C:17]2[CH:22]=[CH:21][C:20]([S:23]([NH2:26])(=[O:25])=[O:24])=[CH:19][CH:18]=2)[N:6]=1)[C:28]1[CH:33]=[CH:32][CH:31]=[CH:30][CH:29]=1. (4) Given the reactants [NH:1]1[C:9]2[C:4](=[CH:5][CH:6]=[CH:7][CH:8]=2)[CH2:3][CH2:2]1.C(N(CC)CC)C.Cl[S:18]([C:21]1[CH:29]=[CH:28][C:24]([C:25]([OH:27])=[O:26])=[CH:23][CH:22]=1)(=[O:20])=[O:19], predict the reaction product. The product is: [N:1]1([S:18]([C:21]2[CH:22]=[CH:23][C:24]([C:25]([OH:27])=[O:26])=[CH:28][CH:29]=2)(=[O:20])=[O:19])[C:9]2[C:4](=[CH:5][CH:6]=[CH:7][CH:8]=2)[CH2:3][CH2:2]1. (5) Given the reactants [Cl:1][C:2]1[CH:3]=[C:4]([C:8]2[N:16]=[C:15]([C:17]([O:19]C)=O)[N:14]=[C:13]3[C:9]=2[N:10]([CH2:29][C@H:30]2[CH2:35][CH2:34][C@H:33]([CH3:36])[CH2:32][CH2:31]2)[C:11]([CH:21]([OH:28])[CH:22]2[CH2:27][CH2:26][O:25][CH2:24][CH2:23]2)=[N:12]3)[CH:5]=[CH:6][CH:7]=1.[NH2:37][NH2:38].C1COCC1, predict the reaction product. The product is: [Cl:1][C:2]1[CH:3]=[C:4]([C:8]2[N:16]=[C:15]([C:17]([NH:37][NH2:38])=[O:19])[N:14]=[C:13]3[C:9]=2[N:10]([CH2:29][C@H:30]2[CH2:35][CH2:34][C@H:33]([CH3:36])[CH2:32][CH2:31]2)[C:11]([CH:21]([OH:28])[CH:22]2[CH2:27][CH2:26][O:25][CH2:24][CH2:23]2)=[N:12]3)[CH:5]=[CH:6][CH:7]=1. (6) The product is: [Br:18][C:19]1[CH:26]=[CH:25][CH:24]=[C:23]([OH:27])[C:20]=1[CH2:21][NH:1][C:2]1[CH:3]=[C:4]([C:8]2[S:12][C:11]([NH:13][C:14]([NH2:16])=[NH:15])=[N:10][C:9]=2[CH3:17])[CH:5]=[CH:6][CH:7]=1. Given the reactants [NH2:1][C:2]1[CH:3]=[C:4]([C:8]2[S:12][C:11]([NH:13][C:14]([NH2:16])=[NH:15])=[N:10][C:9]=2[CH3:17])[CH:5]=[CH:6][CH:7]=1.[Br:18][C:19]1[CH:26]=[CH:25][CH:24]=[C:23]([OH:27])[C:20]=1[CH:21]=O, predict the reaction product.